From a dataset of Forward reaction prediction with 1.9M reactions from USPTO patents (1976-2016). Predict the product of the given reaction. (1) Given the reactants [CH2:1]([O:3][C:4]([C:6]1[N:7]([CH2:18][C:19]2[C:28]3[C:23](=[CH:24][CH:25]=[C:26]([F:29])[CH:27]=3)[CH:22]=[CH:21][CH:20]=2)[C:8]2[C:13]([C:14]=1[CH2:15][NH:16][CH3:17])=[CH:12][CH:11]=[CH:10][CH:9]=2)=[O:5])[CH3:2].Cl.Cl[C:32]([O:34][CH3:35])=[O:33], predict the reaction product. The product is: [CH2:1]([O:3][C:4]([C:6]1[N:7]([CH2:18][C:19]2[C:28]3[C:23](=[CH:24][CH:25]=[C:26]([F:29])[CH:27]=3)[CH:22]=[CH:21][CH:20]=2)[C:8]2[C:13]([C:14]=1[CH2:15][N:16]([C:32]([O:34][CH3:35])=[O:33])[CH3:17])=[CH:12][CH:11]=[CH:10][CH:9]=2)=[O:5])[CH3:2]. (2) Given the reactants [CH:1]1([CH2:4][N:5]([CH2:15][CH2:16][CH3:17])[C:6]2[N:11]=[CH:10][N:9]=[C:8]([C:12]([OH:14])=O)[CH:7]=2)[CH2:3][CH2:2]1.C(N(C(C)C)CC)(C)C.ClC(OC)=O.[O:32]=[C:33]1[NH:37][CH:36]([CH2:38][C:39]2[CH:45]=[CH:44][C:42]([NH2:43])=[CH:41][CH:40]=2)[CH2:35][O:34]1, predict the reaction product. The product is: [CH:1]1([CH2:4][N:5]([CH2:15][CH2:16][CH3:17])[C:6]2[N:11]=[CH:10][N:9]=[C:8]([C:12]([NH:43][C:42]3[CH:41]=[CH:40][C:39]([CH2:38][CH:36]4[CH2:35][O:34][C:33](=[O:32])[NH:37]4)=[CH:45][CH:44]=3)=[O:14])[CH:7]=2)[CH2:2][CH2:3]1. (3) Given the reactants [CH3:1][CH:2]([CH:4]([OH:8])[CH:5]([CH3:7])[CH3:6])[CH3:3].[Li]CCCC.[Br:14][C:15]1[CH:20]=[CH:19][C:18](F)=[C:17]([N+:22]([O-:24])=[O:23])[CH:16]=1, predict the reaction product. The product is: [Br:14][C:15]1[CH:20]=[CH:19][C:18]([O:8][CH:4]([CH:5]([CH3:7])[CH3:6])[CH:2]([CH3:3])[CH3:1])=[C:17]([N+:22]([O-:24])=[O:23])[CH:16]=1. (4) Given the reactants [F:1][C:2]1[CH:10]=[CH:9][C:8]2[N:7]([CH2:11][C:12]3[CH:21]=[CH:20][C:15]([C:16]([O:18][CH3:19])=[O:17])=[CH:14][CH:13]=3)[C:6]3[CH2:22][CH2:23][N:24]([CH2:27]CO)[C:25](=[O:26])[C:5]=3[C:4]=2[CH:3]=1.[CH3:30][CH2:31][N:32]([CH:36](C)C)[CH:33](C)C.CS(Cl)(=O)=[O:41].CNCCO, predict the reaction product. The product is: [F:1][C:2]1[CH:10]=[CH:9][C:8]2[N:7]([CH2:11][C:12]3[CH:13]=[CH:14][C:15]([C:16]([O:18][CH3:19])=[O:17])=[CH:20][CH:21]=3)[C:6]3[CH2:22][CH2:23][N:24]([CH2:27][CH2:33][N:32]([CH2:31][CH2:30][OH:41])[CH3:36])[C:25](=[O:26])[C:5]=3[C:4]=2[CH:3]=1. (5) Given the reactants [CH3:1][N:2]1[C:7]2[N:8]=[C:9]([N:13]3[CH2:18][CH2:17][NH:16][CH2:15][CH2:14]3)[NH:10][C:11](=[O:12])[C:6]=2[CH2:5][CH2:4][CH2:3]1.FC(F)(F)C(O)=O.[Cl:26][C:27]1[C:28]([CH:33]=O)=[N:29][CH:30]=[CH:31][CH:32]=1.C([BH3-])#N.[Na+], predict the reaction product. The product is: [Cl:26][C:27]1[C:28]([CH2:33][N:16]2[CH2:17][CH2:18][N:13]([C:9]3[NH:10][C:11](=[O:12])[C:6]4[CH2:5][CH2:4][CH2:3][N:2]([CH3:1])[C:7]=4[N:8]=3)[CH2:14][CH2:15]2)=[N:29][CH:30]=[CH:31][CH:32]=1. (6) Given the reactants C(OC([N:11]1[CH2:15][C@@H:14]([F:16])[C@@H:13]([CH2:17][NH:18][CH:19]2[CH2:21][CH2:20]2)[CH2:12]1)=O)C1C=CC=CC=1.[H][H], predict the reaction product. The product is: [CH:19]1([NH:18][CH2:17][C@@H:13]2[C@H:14]([F:16])[CH2:15][NH:11][CH2:12]2)[CH2:21][CH2:20]1. (7) Given the reactants [CH3:1][CH:2]([CH3:10])[C:3](=[O:9])[CH2:4][C:5]([O:7][CH3:8])=[O:6].[CH2:11](O)[CH2:12][OH:13], predict the reaction product. The product is: [CH3:8][O:7][C:5](=[O:6])[CH2:4][C:3]1([CH:2]([CH3:10])[CH3:1])[O:13][CH2:12][CH2:11][O:9]1. (8) Given the reactants [NH2:1][C:2]1[C:7]([F:8])=[CH:6][C:5]([CH:9](C(OCC)=O)[C:10]([O:12][CH2:13][CH3:14])=[O:11])=[CH:4][C:3]=1[F:20].[OH-].[Na+], predict the reaction product. The product is: [NH2:1][C:2]1[C:3]([F:20])=[CH:4][C:5]([CH2:9][C:10]([O:12][CH2:13][CH3:14])=[O:11])=[CH:6][C:7]=1[F:8]. (9) Given the reactants [OH-].[Na+:2].[CH2:3]([NH:5][C:6]1[CH:11]=[CH:10][CH:9]=[CH:8][C:7]=1[C:12]1[CH:20]=[CH:19][C:15]([C:16]([OH:18])=[O:17])=[C:14]([NH:21][C:22]([C:24]2[CH:25]=[N:26][CH:27]=[C:28]([C:30]3[CH:35]=[CH:34][CH:33]=[CH:32][CH:31]=3)[CH:29]=2)=[O:23])[CH:13]=1)[CH3:4], predict the reaction product. The product is: [CH2:3]([NH:5][C:6]1[CH:11]=[CH:10][CH:9]=[CH:8][C:7]=1[C:12]1[CH:20]=[CH:19][C:15]([C:16]([O-:18])=[O:17])=[C:14]([NH:21][C:22]([C:24]2[CH:25]=[N:26][CH:27]=[C:28]([C:30]3[CH:35]=[CH:34][CH:33]=[CH:32][CH:31]=3)[CH:29]=2)=[O:23])[CH:13]=1)[CH3:4].[Na+:2].